Dataset: Full USPTO retrosynthesis dataset with 1.9M reactions from patents (1976-2016). Task: Predict the reactants needed to synthesize the given product. (1) Given the product [CH2:1]([NH:8][C:9](=[O:19])[C:10]1[CH:11]=[C:12]([I:18])[CH:13]=[C:14]([OH:16])[CH:15]=1)[C:2]1[CH:3]=[CH:4][CH:5]=[CH:6][CH:7]=1, predict the reactants needed to synthesize it. The reactants are: [CH2:1]([NH:8][C:9](=[O:19])[C:10]1[CH:15]=[C:14]([O:16]C)[CH:13]=[C:12]([I:18])[CH:11]=1)[C:2]1[CH:7]=[CH:6][CH:5]=[CH:4][CH:3]=1.B(Br)(Br)Br.C(OCC)C. (2) Given the product [F:17][C:18]1[CH:19]=[N:20][C:21]([O:27][C:28]2[CH:33]=[CH:32][CH:31]=[C:30]([S:34][CH3:35])[CH:29]=2)=[C:22]([CH:26]=1)[C:23]([NH:1][C:2]1[CH:7]=[N:6][C:5]([O:8][CH3:9])=[CH:4][CH:3]=1)=[O:24], predict the reactants needed to synthesize it. The reactants are: [NH2:1][C:2]1[CH:3]=[CH:4][C:5]([O:8][CH3:9])=[N:6][CH:7]=1.C(N(CC)CC)C.[F:17][C:18]1[CH:19]=[N:20][C:21]([O:27][C:28]2[CH:33]=[CH:32][CH:31]=[C:30]([S:34][CH3:35])[CH:29]=2)=[C:22]([CH:26]=1)[C:23](O)=[O:24].Cl.CN(C)CCCN=C=NCC.ON1C2C=CC=CC=2N=N1.